Dataset: Forward reaction prediction with 1.9M reactions from USPTO patents (1976-2016). Task: Predict the product of the given reaction. Given the reactants Br[C:2]1[CH:11]=[C:10]2[C:5]([CH2:6][CH2:7][N:8]([C:12]3[CH:17]=[C:16]([N:18]4[CH2:23][CH2:22][N:21]([CH3:24])[CH2:20][CH2:19]4)[N:15]=[C:14]([NH2:25])[N:13]=3)[CH2:9]2)=[CH:4][CH:3]=1.[C:26]([N:33]1[CH2:38][CH2:37][NH:36][CH2:35][CH2:34]1)([O:28][C:29]([CH3:32])([CH3:31])[CH3:30])=[O:27], predict the reaction product. The product is: [NH2:25][C:14]1[N:13]=[C:12]([N:8]2[CH2:7][CH2:6][C:5]3[C:10](=[CH:11][C:2]([N:36]4[CH2:35][CH2:34][N:33]([C:26]([O:28][C:29]([CH3:32])([CH3:31])[CH3:30])=[O:27])[CH2:38][CH2:37]4)=[CH:3][CH:4]=3)[CH2:9]2)[CH:17]=[C:16]([N:18]2[CH2:23][CH2:22][N:21]([CH3:24])[CH2:20][CH2:19]2)[N:15]=1.